This data is from hERG potassium channel inhibition data for cardiac toxicity prediction from Karim et al.. The task is: Regression/Classification. Given a drug SMILES string, predict its toxicity properties. Task type varies by dataset: regression for continuous values (e.g., LD50, hERG inhibition percentage) or binary classification for toxic/non-toxic outcomes (e.g., AMES mutagenicity, cardiotoxicity, hepatotoxicity). Dataset: herg_karim. (1) The compound is COC(=O)c1ccc(C2CCC(N3CC(NC(=O)CNC(=O)c4cccc(C(F)(F)F)c4)C3)CC2)cc1. The result is 1 (blocker). (2) The molecule is COc1ccc2c(N3CCC(CCNS(N)(=O)=O)CC3)ncnc2c1. The result is 1 (blocker). (3) The drug is O=S(=O)(c1ccc2c(c1)CCNCC2)N1CC(Oc2cccc(Cl)c2)C1. The result is 1 (blocker). (4) The compound is CC(=N)N1CCC(Oc2ccc(N(Cc3ccc4ccc(C(=N)N)cc4c3)S(C)(=O)=O)cc2)CC1. The result is 1 (blocker).